This data is from Forward reaction prediction with 1.9M reactions from USPTO patents (1976-2016). The task is: Predict the product of the given reaction. (1) Given the reactants [H-].[H-].[H-].[H-].[Li+].[Al+3].[Cl:7][C:8]1[C:9]2[CH:24]=[C:23]([Cl:25])[CH:22]=[CH:21][C:10]=2[S:11][C:12]=1[CH:13]([O:19][CH3:20])[CH:14]([N+:16]([O-])=O)[CH3:15].O, predict the reaction product. The product is: [Cl:7][C:8]1[C:9]2[CH:24]=[C:23]([Cl:25])[CH:22]=[CH:21][C:10]=2[S:11][C:12]=1[CH:13]([O:19][CH3:20])[CH:14]([NH2:16])[CH3:15]. (2) Given the reactants [CH:1]([O-:3])=[O:2].[Cu+2:4].[CH:5]([O-:7])=[O:6].[CH:8]([OH:10])=[O:9].[C:11]([OH:22])(=[O:21])[CH2:12][CH2:13][CH2:14][CH2:15][CH2:16][C:17]([CH3:20])([CH3:19])[CH3:18], predict the reaction product. The product is: [C:11]([O-:22])(=[O:21])[CH2:12][CH2:13][CH2:14][CH2:15][CH2:16][C:17]([CH3:18])([CH3:19])[CH3:20].[Cu+2:4].[C:11]([O-:22])(=[O:21])[CH2:12][CH2:13][CH2:14][CH2:15][CH2:16][C:17]([CH3:18])([CH3:19])[CH3:20].[CH:1]([O-:3])=[O:2].[Cu+2:4].[CH:5]([O-:7])=[O:6].[C:8]([OH:10])(=[O:9])[CH2:12][CH2:13][CH2:14][CH2:15][CH2:16][C:17]([CH3:20])([CH3:19])[CH3:18]. (3) Given the reactants [BH4-].[Li+].[Si:3]([O:20][C@H:21]([CH3:39])[C@H:22]([NH:32][CH2:33][C:34](OCC)=[O:35])[C:23]1[CH:28]=[C:27]([F:29])[C:26]([F:30])=[C:25]([F:31])[CH:24]=1)([C:16]([CH3:19])([CH3:18])[CH3:17])([C:10]1[CH:15]=[CH:14][CH:13]=[CH:12][CH:11]=1)[C:4]1[CH:9]=[CH:8][CH:7]=[CH:6][CH:5]=1.[Cl-].[NH4+], predict the reaction product. The product is: [Si:3]([O:20][C@H:21]([CH3:39])[C@H:22]([NH:32][CH2:33][CH2:34][OH:35])[C:23]1[CH:28]=[C:27]([F:29])[C:26]([F:30])=[C:25]([F:31])[CH:24]=1)([C:16]([CH3:18])([CH3:19])[CH3:17])([C:4]1[CH:9]=[CH:8][CH:7]=[CH:6][CH:5]=1)[C:10]1[CH:15]=[CH:14][CH:13]=[CH:12][CH:11]=1. (4) Given the reactants [OH:1][OH:2].FC(F)(F)C(F)(F)C([O:8][C:9](=O)[C:10]([F:16])([F:15])[C:11]([F:14])([F:13])[F:12])=O, predict the reaction product. The product is: [F:15][C:10]([F:16])([C:11]([F:12])([F:13])[F:14])[C:9]([O:1][O:2][C:9](=[O:8])[C:10]([F:16])([F:15])[C:11]([F:14])([F:13])[F:12])=[O:8]. (5) The product is: [F:22][C:21]([F:24])([F:23])[O:25][C:2]1[CH:20]=[CH:19][C:27]([O:28][C:2]2[CH:20]=[C:19]([C:21]([F:22])([F:24])[F:23])[CH:18]=[CH:17][C:3]=2[C:4]([NH:6][C:7]2[CH:16]=[CH:15][C:10]([C:11]([OH:13])=[O:12])=[CH:9][CH:8]=2)=[O:5])=[CH:4][CH:3]=1. Given the reactants F[C:2]1[CH:20]=[C:19]([C:21]([F:24])([F:23])[F:22])[CH:18]=[CH:17][C:3]=1[C:4]([NH:6][C:7]1[CH:16]=[CH:15][C:10]([C:11]([O:13]C)=[O:12])=[CH:9][CH:8]=1)=[O:5].[OH-:25].[Li+].[CH3:27][OH:28], predict the reaction product. (6) Given the reactants [C:1]([O:5][C:6]([N:8]1[C:16]2[C:11](=[C:12]([CH2:26][CH2:27][C:28]([OH:31])([CH3:30])[CH3:29])[CH:13]=[C:14]([CH2:17][N:18]([CH3:25])[CH:19]([CH3:24])[C:20]([CH3:23])([CH3:22])[CH3:21])[CH:15]=2)[CH:10]=[C:9]1[C:32]1[C:33]2[S:46][C:45]([CH:47]=[O:48])=[CH:44][C:34]=2[N:35]([C:37]([O:39][C:40]([CH3:43])([CH3:42])[CH3:41])=[O:38])[N:36]=1)=[O:7])([CH3:4])([CH3:3])[CH3:2].S([CH2:59][N+:60]#[C-:61])(C1C=CC(C)=CC=1)(=O)=O.C(=O)([O-])[O-].[K+].[K+], predict the reaction product. The product is: [C:1]([O:5][C:6]([N:8]1[C:16]2[C:11](=[C:12]([CH2:26][CH2:27][C:28]([OH:31])([CH3:29])[CH3:30])[CH:13]=[C:14]([CH2:17][N:18]([CH3:25])[CH:19]([CH3:24])[C:20]([CH3:21])([CH3:22])[CH3:23])[CH:15]=2)[CH:10]=[C:9]1[C:32]1[C:33]2[S:46][C:45]([C:47]3[O:48][CH:61]=[N:60][CH:59]=3)=[CH:44][C:34]=2[N:35]([C:37]([O:39][C:40]([CH3:43])([CH3:42])[CH3:41])=[O:38])[N:36]=1)=[O:7])([CH3:2])([CH3:3])[CH3:4]. (7) Given the reactants [C:1]([O:7][CH2:8][CH3:9])(=[O:6])[CH2:2][C:3]([CH3:5])=[O:4].[O-]CC.[Na+].Br[CH2:15][C:16]([C:18]1[CH:23]=[CH:22][C:21]([O:24][CH3:25])=[CH:20][CH:19]=1)=[O:17].Cl, predict the reaction product. The product is: [C:3]([CH:2]([CH2:15][C:16]([C:18]1[CH:23]=[CH:22][C:21]([O:24][CH3:25])=[CH:20][CH:19]=1)=[O:17])[C:1]([O:7][CH2:8][CH3:9])=[O:6])(=[O:4])[CH3:5]. (8) Given the reactants [C:1]([O:5][C:6]([N:8]1[CH2:11][C:10](=O)[CH:9]1[CH3:13])=[O:7])([CH3:4])([CH3:3])[CH3:2].[NH2:14][C:15]1[CH:16]=[C:17]2[C:26](=[CH:27][CH:28]=1)[O:25][CH2:24][C:23]1[N:18]2[CH:19]([CH3:30])[C:20](=[O:29])[NH:21][N:22]=1.[BH3-]C#N.[Na+], predict the reaction product. The product is: [C:1]([O:5][C:6]([N:8]1[CH2:11][CH:10]([NH:14][C:15]2[CH:16]=[C:17]3[C:26](=[CH:27][CH:28]=2)[O:25][CH2:24][C:23]2[N:18]3[CH:19]([CH3:30])[C:20](=[O:29])[NH:21][N:22]=2)[CH:9]1[CH3:13])=[O:7])([CH3:4])([CH3:3])[CH3:2].